This data is from Catalyst prediction with 721,799 reactions and 888 catalyst types from USPTO. The task is: Predict which catalyst facilitates the given reaction. (1) Reactant: [H-].[Na+].C[CH:4](C)[C@H:5]([C:13]1[CH:14]=[C:15]([CH3:19])[CH:16]=[CH:17][CH:18]=1)[C:6](=[O:12])[CH2:7]P(=O)(O)O.P(=O)(O)O.[CH:25]([C@H:27]1[C@H:34]([O:35][C:36](=[O:43])[C:37]2[CH:42]=[CH:41][CH:40]=[CH:39][CH:38]=2)[CH2:33][C@H:32]2[C@@H:28]1[CH2:29][C:30](=[O:44])[O:31]2)=O. Product: [O:12]=[C:6]([C@@H:5]([C:13]1[CH:14]=[C:15]([CH3:19])[CH:16]=[CH:17][CH:18]=1)[CH3:4])/[CH:7]=[CH:25]/[C@H:27]1[C@H:34]([O:35][C:36](=[O:43])[C:37]2[CH:42]=[CH:41][CH:40]=[CH:39][CH:38]=2)[CH2:33][C@H:32]2[C@@H:28]1[CH2:29][C:30](=[O:44])[O:31]2. The catalyst class is: 57. (2) Product: [OH:8][CH2:9][C@:10]12[CH2:26][CH2:25][C:24](=[N:27][O:28][C@H:29]3[CH2:33][CH2:32][NH:31][CH2:30]3)[CH2:23][C@@H:22]1[CH2:21][CH2:20][CH:19]1[CH:11]2[CH2:12][CH2:13][C@@:14]2([CH3:35])[CH:18]1[CH2:17][CH2:16][C:15]2=[O:34]. Reactant: [Si]([O:8][CH2:9][C@:10]12[CH2:26][CH2:25][C:24](=[N:27][O:28][C@H:29]3[CH2:33][CH2:32][NH:31][CH2:30]3)[CH2:23][C@@H:22]1[CH2:21][CH2:20][CH:19]1[CH:11]2[CH2:12][CH2:13][C@@:14]2([CH3:35])[CH:18]1[CH2:17][CH2:16][C:15]2=[O:34])(C(C)(C)C)(C)C.CCCC[N+](CCCC)(CCCC)CCCC.[F-].[Si](OC[C@]12CCC(=O)C[C@@H]1CCC1C2CC[C@@]2(C)C1CCC2=O)(C(C)(C)C)(C)C. The catalyst class is: 1. (3) Reactant: [BH4-].[Na+].[CH3:3][O:4][C:5]1[CH:6]=[C:7]([CH:31]=[CH:32][CH:33]=1)[C:8]([NH:10][CH:11]1[CH2:16][CH2:15][N:14]([CH2:17][C:18]2[CH:27]=[CH:26][C:25]3[C:20](=[CH:21][C:22]([CH2:28][CH:29]=[O:30])=[CH:23][CH:24]=3)[CH:19]=2)[CH2:13][CH2:12]1)=[O:9].[NH4+].[Cl-]. Product: [OH:30][CH2:29][CH2:28][C:22]1[CH:21]=[C:20]2[C:25]([CH:26]=[CH:27][C:18]([CH2:17][N:14]3[CH2:15][CH2:16][CH:11]([NH:10][C:8](=[O:9])[C:7]4[CH:31]=[CH:32][CH:33]=[C:5]([O:4][CH3:3])[CH:6]=4)[CH2:12][CH2:13]3)=[CH:19]2)=[CH:24][CH:23]=1. The catalyst class is: 92.